Dataset: Full USPTO retrosynthesis dataset with 1.9M reactions from patents (1976-2016). Task: Predict the reactants needed to synthesize the given product. Given the product [C:32]([C:34]1[C:35]([N:47]2[CH2:48][CH:49]([C:51](=[O:52])[NH:66][S:63]([CH2:62][C:56]3[CH:57]=[C:58]([CH3:61])[CH:59]=[CH:60][C:55]=3[F:54])(=[O:65])=[O:64])[CH2:50]2)=[N:36][C:37]([CH2:45][F:46])=[C:38]([CH:39]=1)[C:40]([O:42][CH2:43][CH3:44])=[O:41])#[N:33], predict the reactants needed to synthesize it. The reactants are: CCN(C(C)C)C(C)C.CN(C(ON1N=NC2C=CC=CC1=2)=[N+](C)C)C.[B-](F)(F)(F)F.[C:32]([C:34]1[C:35]([N:47]2[CH2:50][CH:49]([C:51](O)=[O:52])[CH2:48]2)=[N:36][C:37]([CH2:45][F:46])=[C:38]([C:40]([O:42][CH2:43][CH3:44])=[O:41])[CH:39]=1)#[N:33].[F:54][C:55]1[CH:60]=[CH:59][C:58]([CH3:61])=[CH:57][C:56]=1[CH2:62][S:63]([NH2:66])(=[O:65])=[O:64].C1CN([P+](Br)(N2CCCC2)N2CCCC2)CC1.F[P-](F)(F)(F)(F)F.